This data is from Full USPTO retrosynthesis dataset with 1.9M reactions from patents (1976-2016). The task is: Predict the reactants needed to synthesize the given product. (1) Given the product [CH:27]1[C:28]2[CH:16]([CH2:15][O:14][C:13]([NH:1][C@H:2]3[CH2:6][N:5]([C:7]([O:9][C:10]([CH3:12])([CH3:11])[CH3:4])=[O:8])[C@@H:4]([CH:10]([CH3:12])[CH3:11])[CH2:3]3)=[O:29])[C:17]3[C:22](=[CH:21][CH:20]=[CH:19][CH:18]=3)[C:23]=2[CH:24]=[CH:25][CH:26]=1, predict the reactants needed to synthesize it. The reactants are: [NH2:1][C@H:2]1[CH2:6][N:5]([C:7]([O-:9])=[O:8])[C@@H:4]([CH:10]([CH3:12])[CH3:11])[CH2:3]1.[C:13](Cl)(=[O:29])[O:14][CH2:15][CH:16]1[C:28]2[CH:27]=[CH:26][CH:25]=[CH:24][C:23]=2[C:22]2[C:17]1=[CH:18][CH:19]=[CH:20][CH:21]=2.C(=O)([O-])[O-].[K+].[K+]. (2) Given the product [CH3:21][CH:22]([CH3:32])[CH2:23][CH:24]([NH:25][C:12]([C:10]1[CH:9]=[CH:8][C:7]([N:15]2[CH2:18][C:17]([F:20])([F:19])[CH2:16]2)=[C:6]([O:5][CH2:4][CH:1]2[CH2:2][CH2:3]2)[N:11]=1)=[O:14])[C:26]1[N:27]=[CH:28][CH:29]=[CH:30][N:31]=1, predict the reactants needed to synthesize it. The reactants are: [CH:1]1([CH2:4][O:5][C:6]2[N:11]=[C:10]([C:12]([OH:14])=O)[CH:9]=[CH:8][C:7]=2[N:15]2[CH2:18][C:17]([F:20])([F:19])[CH2:16]2)[CH2:3][CH2:2]1.[CH3:21][CH:22]([CH3:32])[CH2:23][CH:24]([C:26]1[N:31]=[CH:30][CH:29]=[CH:28][N:27]=1)[NH2:25]. (3) Given the product [CH2:22]([O:29][C:30]1[CH:37]=[CH:36][CH:35]=[CH:34][C:31]=1[CH:32]([CH:2]1[S:3][CH2:4][CH2:5][CH2:6][S:1]1)[NH2:17])[C:23]1[CH:28]=[CH:27][CH:26]=[CH:25][CH:24]=1, predict the reactants needed to synthesize it. The reactants are: [S:1]1[CH2:6][CH2:5][CH2:4][S:3][CH2:2]1.[Li]CCCC.[Li+].C[Si]([N-:17][Si](C)(C)C)(C)C.[CH2:22]([O:29][C:30]1[CH:37]=[CH:36][CH:35]=[CH:34][C:31]=1[CH:32]=O)[C:23]1[CH:28]=[CH:27][CH:26]=[CH:25][CH:24]=1.S1CCCCS1. (4) Given the product [Si:11]([O:6][CH2:1][CH2:2][C@H:3]([OH:5])[CH3:4])([C:7]([CH3:10])([CH3:9])[CH3:8])([CH3:13])[CH3:12], predict the reactants needed to synthesize it. The reactants are: [CH2:1]([OH:6])[CH2:2][C@H:3]([OH:5])[CH3:4].[C:7]([Si:11](Cl)([CH3:13])[CH3:12])([CH3:10])([CH3:9])[CH3:8].C(N(CC)CC)C. (5) Given the product [CH3:17][C:3]([CH3:18])([CH2:2][O:24][C:19](=[O:23])[C:20]([CH3:22])=[CH2:21])[CH2:4][O:5][C:6]([CH:8]1[CH2:13][CH2:12][CH:11]([CH2:14][CH2:15][CH3:16])[CH2:10][CH2:9]1)=[O:7], predict the reactants needed to synthesize it. The reactants are: Br[CH2:2][C:3]([CH3:18])([CH3:17])[CH2:4][O:5][C:6]([CH:8]1[CH2:13][CH2:12][CH:11]([CH2:14][CH2:15][CH3:16])[CH2:10][CH2:9]1)=[O:7].[C:19]([OH:24])(=[O:23])[C:20]([CH3:22])=[CH2:21].C(=O)([O-])[O-].[K+].[K+]. (6) Given the product [Cl:21][C:22]1[CH:28]=[CH:27][C:25]([NH:26][C:2]2[CH:11]=[CH:10][N:9]=[C:8]3[C:3]=2[C:4]2[CH:16]=[C:15]([O:17][CH3:18])[C:14]([O:19][CH3:20])=[CH:13][C:5]=2[C:6](=[O:12])[NH:7]3)=[CH:24][CH:23]=1, predict the reactants needed to synthesize it. The reactants are: Cl[C:2]1[CH:11]=[CH:10][N:9]=[C:8]2[C:3]=1[C:4]1[CH:16]=[C:15]([O:17][CH3:18])[C:14]([O:19][CH3:20])=[CH:13][C:5]=1[C:6](=[O:12])[NH:7]2.[Cl:21][C:22]1[CH:28]=[CH:27][C:25]([NH2:26])=[CH:24][CH:23]=1.